The task is: Predict the reactants needed to synthesize the given product.. This data is from Full USPTO retrosynthesis dataset with 1.9M reactions from patents (1976-2016). (1) Given the product [CH3:1][O:2][C:3]([C@@H:4]([N:5]1[CH2:6][C:7]2[CH:14]=[CH:13][S:12][C:8]=2[CH2:9][CH2:10]1)[C:15]1[CH:20]=[CH:19][CH:18]=[CH:17][C:16]=1[Cl:21])=[O:22], predict the reactants needed to synthesize it. The reactants are: [CH3:1][O:2][C:3](=[O:22])[C@H:4]([C:15]1[CH:20]=[CH:19][CH:18]=[CH:17][C:16]=1[Cl:21])[N:5]1[CH2:10][CH:9](O)[C:8]2[S:12][CH:13]=[CH:14][C:7]=2[CH2:6]1.I[Si](C)(C)C.O.C(=O)(O)[O-].[Na+]. (2) Given the product [NH2:37][C:34]1[S:35][CH:36]=[C:32](/[C:31](=[N:45]/[O:46][C:47]2([C:50]([OH:52])=[O:51])[CH2:49][CH2:48]2)/[C:30]([NH:29][C@@H:28]2[C:27](=[O:67])[N:26]([S:68]([OH:71])(=[O:69])=[O:70])[C@@H:25]2[CH2:24][N:5]2[N:6]=[C:7]([CH2:8][NH2:9])[C:3]([CH2:2][NH2:1])=[N:4]2)=[O:66])[N:33]=1, predict the reactants needed to synthesize it. The reactants are: [NH2:1][CH2:2][C:3]1[C:7]([CH2:8][N:9](C(OC(C)(C)C)=O)C(OC(C)(C)C)=O)=[N:6][N:5]([CH2:24][C@@H:25]2[C@H:28]([NH:29][C:30](=[O:66])/[C:31](=[N:45]\[O:46][C:47]3([C:50]([O:52]C(C4C=CC=CC=4)C4C=CC=CC=4)=[O:51])[CH2:49][CH2:48]3)/[C:32]3[N:33]=[C:34]([NH:37]C(OC(C)(C)C)=O)[S:35][CH:36]=3)[C:27](=[O:67])[N:26]2[S:68]([OH:71])(=[O:70])=[O:69])[N:4]=1.C(O)(C(F)(F)F)=O. (3) The reactants are: C(OC([N:8]([CH2:13][CH:14]1[CH2:19][CH2:18][CH2:17][CH2:16][CH2:15]1)[N:9]=C(C)C)=O)(C)(C)C.[ClH:20]. Given the product [ClH:20].[ClH:20].[CH:14]1([CH2:13][NH:8][NH2:9])[CH2:19][CH2:18][CH2:17][CH2:16][CH2:15]1, predict the reactants needed to synthesize it.